Task: Regression. Given a peptide amino acid sequence and an MHC pseudo amino acid sequence, predict their binding affinity value. This is MHC class II binding data.. Dataset: Peptide-MHC class II binding affinity with 134,281 pairs from IEDB (1) The binding affinity (normalized) is 0. The MHC is DRB1_1101 with pseudo-sequence DRB1_1101. The peptide sequence is TVQKGSDPKKL. (2) The peptide sequence is DKLYERVKRQLRENAEED. The MHC is DRB1_0101 with pseudo-sequence DRB1_0101. The binding affinity (normalized) is 0.